The task is: Predict the product of the given reaction.. This data is from Forward reaction prediction with 1.9M reactions from USPTO patents (1976-2016). Given the reactants [F:1][C:2]([F:12])([F:11])[O:3][C:4]1[CH:5]=[C:6]([OH:10])[CH:7]=[CH:8][CH:9]=1.[Br:13]Br, predict the reaction product. The product is: [Br:13][C:7]1[CH:8]=[CH:9][C:4]([O:3][C:2]([F:11])([F:12])[F:1])=[CH:5][C:6]=1[OH:10].